Dataset: Forward reaction prediction with 1.9M reactions from USPTO patents (1976-2016). Task: Predict the product of the given reaction. (1) Given the reactants Cl[C:2]1[CH:7]=[N:6][NH:5][C:4](=[O:8])[CH:3]=1.[CH3:9][O:10][C:11]1[CH:16]=[CH:15][C:14](B(O)O)=[CH:13][CH:12]=1.C(=O)([O-])[O-].[Na+].[Na+], predict the reaction product. The product is: [CH3:9][O:10][C:11]1[CH:16]=[CH:15][C:14]([C:2]2[CH:7]=[N:6][NH:5][C:4](=[O:8])[CH:3]=2)=[CH:13][CH:12]=1. (2) Given the reactants [NH2:1][C:2]1[C:6]2[CH:7]=[C:8]([Br:11])[CH:9]=[CH:10][C:5]=2[O:4][C:3]=1[C:12]([NH2:14])=[O:13].[O-:15][C:16]#[N:17].[Na+], predict the reaction product. The product is: [Br:11][C:8]1[CH:9]=[CH:10][C:5]2[O:4][C:3]([C:12]([NH2:14])=[O:13])=[C:2]([NH:1][C:16]([NH2:17])=[O:15])[C:6]=2[CH:7]=1. (3) Given the reactants [F:1][C:2]1[CH:13]=[C:12](C=O)[C:5]2[O:6][C:7]([CH3:11])([CH3:10])[O:8][CH2:9][C:4]=2[CH:3]=1.C1C=C(Cl)C=C(C(OO)=[O:24])C=1.[OH-].[K+].C([O-])(O)=O.[Na+], predict the reaction product. The product is: [F:1][C:2]1[CH:13]=[C:12]([OH:24])[C:5]2[O:6][C:7]([CH3:11])([CH3:10])[O:8][CH2:9][C:4]=2[CH:3]=1. (4) The product is: [Cl:17][C:18]1[CH:19]=[CH:20][C:21]([C:24]2[CH:25]=[CH:26][C:27]([C:30]#[C:31][C:2]3[CH:3]=[CH:4][C:5]([O:9][CH2:10][CH2:11][N:12]4[CH2:16][CH2:15][CH2:14][CH2:13]4)=[C:6]([OH:8])[CH:7]=3)=[N:28][CH:29]=2)=[CH:22][CH:23]=1. Given the reactants I[C:2]1[CH:3]=[CH:4][C:5]([O:9][CH2:10][CH2:11][N:12]2[CH2:16][CH2:15][CH2:14][CH2:13]2)=[C:6]([OH:8])[CH:7]=1.[Cl:17][C:18]1[CH:23]=[CH:22][C:21]([C:24]2[CH:25]=[CH:26][C:27]([C:30]#[CH:31])=[N:28][CH:29]=2)=[CH:20][CH:19]=1, predict the reaction product. (5) Given the reactants [O:1]([CH2:8][CH2:9][N:10]1[CH2:15][CH2:14][NH:13][CH2:12][CH2:11]1)[C:2]1[CH:7]=[CH:6][CH:5]=[CH:4][CH:3]=1.[NH2:16][C:17]1[C:22]([N+:23]([O-:25])=[O:24])=[C:21](Cl)[C:20]([Cl:27])=[CH:19][N:18]=1, predict the reaction product. The product is: [Cl:27][C:20]1[C:21]([N:13]2[CH2:12][CH2:11][N:10]([CH2:9][CH2:8][O:1][C:2]3[CH:7]=[CH:6][CH:5]=[CH:4][CH:3]=3)[CH2:15][CH2:14]2)=[C:22]([N+:23]([O-:25])=[O:24])[C:17]([NH2:16])=[N:18][CH:19]=1. (6) Given the reactants [C:1]([O:5][C:6]([N:8]1[CH2:13][CH2:12][CH:11]([N:14]2[CH:18]=[C:17](B3OC(C)(C)C(C)(C)O3)[C:16]([C:28]3[CH:33]=[CH:32][CH:31]=[C:30]([N:34]([S:38]([C:41]4[CH:46]=[C:45]([F:47])[CH:44]=[CH:43][C:42]=4[F:48])(=[O:40])=[O:39])[CH2:35][O:36][CH3:37])[C:29]=3[F:49])=[N:15]2)[CH2:10][CH2:9]1)=[O:7])([CH3:4])([CH3:3])[CH3:2].Br[C:51]1[C:52]([C:57]#[N:58])=[N:53][CH:54]=[CH:55][CH:56]=1.C(=O)([O-])[O-].[Cs+].[Cs+], predict the reaction product. The product is: [C:1]([O:5][C:6]([N:8]1[CH2:9][CH2:10][CH:11]([N:14]2[CH:18]=[C:17]([C:56]3[CH:55]=[CH:54][N:53]=[C:52]([C:57]#[N:58])[CH:51]=3)[C:16]([C:28]3[CH:33]=[CH:32][CH:31]=[C:30]([N:34]([S:38]([C:41]4[CH:46]=[C:45]([F:47])[CH:44]=[CH:43][C:42]=4[F:48])(=[O:40])=[O:39])[CH2:35][O:36][CH3:37])[C:29]=3[F:49])=[N:15]2)[CH2:12][CH2:13]1)=[O:7])([CH3:4])([CH3:2])[CH3:3]. (7) Given the reactants [Cl:1][C:2]1[CH:7]=[CH:6][C:5]([C:8]2[C:12]([C:13]([C:15]3[CH:16]=[N:17][CH:18]=[CH:19][CH:20]=3)=[O:14])=[C:11]([C:21]3[CH:26]=[CH:25][C:24]([F:27])=[CH:23][C:22]=3[F:28])[O:10][N:9]=2)=[C:4]([F:29])[CH:3]=1.[Cl-].[Ce+3].[Cl-].[Cl-].[CH3:34][Li].[Cl-].[NH4+], predict the reaction product. The product is: [Cl:1][C:2]1[CH:7]=[CH:6][C:5]([C:8]2[C:12]([C:13]([C:15]3[CH:16]=[N:17][CH:18]=[CH:19][CH:20]=3)([OH:14])[CH3:34])=[C:11]([C:21]3[CH:26]=[CH:25][C:24]([F:27])=[CH:23][C:22]=3[F:28])[O:10][N:9]=2)=[C:4]([F:29])[CH:3]=1. (8) Given the reactants [CH2:1]([N:3]([CH3:24])[C:4]([CH:6]1[CH2:9][C:8]([C:11]2[CH:16]=[CH:15][C:14]([CH2:17][N:18]3[CH2:22][CH2:21][CH2:20][CH2:19]3)=[C:13]([F:23])[CH:12]=2)(O)[CH2:7]1)=[O:5])[CH3:2].[F:25][C:26]([F:31])([F:30])[C:27]([OH:29])=[O:28], predict the reaction product. The product is: [F:25][C:26]([F:31])([F:30])[C:27]([OH:29])=[O:28].[CH2:1]([N:3]([CH3:24])[C:4]([CH:6]1[CH2:9][C:8]([C:11]2[CH:16]=[CH:15][C:14]([CH2:17][N:18]3[CH2:22][CH2:21][CH2:20][CH2:19]3)=[C:13]([F:23])[CH:12]=2)=[CH:7]1)=[O:5])[CH3:2].